This data is from Catalyst prediction with 721,799 reactions and 888 catalyst types from USPTO. The task is: Predict which catalyst facilitates the given reaction. Reactant: [Cl:1][C:2]1[N:3]=[N:4][C:5]([N:10]2[CH2:15][CH2:14][NH:13][C@H:12]([CH3:16])[CH2:11]2)=[C:6]([CH3:9])[C:7]=1[CH3:8].[CH3:17][O:18][C:19]([C:21]1[CH:26]=[N:25][C:24](Cl)=[CH:23][N:22]=1)=[O:20].C(N(CC)CC)C. Product: [CH3:17][O:18][C:19]([C:21]1[N:22]=[CH:23][C:24]([N:13]2[CH2:14][CH2:15][N:10]([C:5]3[N:4]=[N:3][C:2]([Cl:1])=[C:7]([CH3:8])[C:6]=3[CH3:9])[CH2:11][C@H:12]2[CH3:16])=[N:25][CH:26]=1)=[O:20]. The catalyst class is: 12.